Dataset: Peptide-MHC class I binding affinity with 185,985 pairs from IEDB/IMGT. Task: Regression. Given a peptide amino acid sequence and an MHC pseudo amino acid sequence, predict their binding affinity value. This is MHC class I binding data. The peptide sequence is FLYDRLAST. The MHC is HLA-A25:01 with pseudo-sequence HLA-A25:01. The binding affinity (normalized) is 0.0847.